From a dataset of Peptide-MHC class I binding affinity with 185,985 pairs from IEDB/IMGT. Regression. Given a peptide amino acid sequence and an MHC pseudo amino acid sequence, predict their binding affinity value. This is MHC class I binding data. The peptide sequence is DILQMREIIT. The MHC is HLA-A02:03 with pseudo-sequence HLA-A02:03. The binding affinity (normalized) is 0.